Dataset: Reaction yield outcomes from USPTO patents with 853,638 reactions. Task: Predict the reaction yield, written as a fraction of the theoretical maximum amount of product (1.0 means a 100% yield; for example, 0.34 means a 34% yield). (1) The reactants are [C:1]1([CH3:27])[CH:6]=[CH:5][C:4]([C:7]2[O:15][C:10]3=[CH:11][N:12]=[CH:13][CH:14]=[C:9]3[C:8]=2[NH:16][C:17]2[CH:18]=[C:19]3[C:23](=[CH:24][CH:25]=2)[C:22](=O)[CH2:21][CH2:20]3)=[CH:3][CH:2]=1.[NH2:28][OH:29]. The catalyst is C(O)C.O. The product is [C:1]1([CH3:27])[CH:6]=[CH:5][C:4]([C:7]2[O:15][C:10]3=[CH:11][N:12]=[CH:13][CH:14]=[C:9]3[C:8]=2[NH:16][C:17]2[CH:18]=[C:19]3[C:23](=[CH:24][CH:25]=2)[C:22](=[N:28][OH:29])[CH2:21][CH2:20]3)=[CH:3][CH:2]=1. The yield is 0.580. (2) The reactants are [H-].[Al+3].[Li+].[H-].[H-].[H-].[CH3:7][N:8]1[CH:16]=[C:15]2[C:10]([CH:11]=[CH:12][CH:13]=[C:14]2[C:17](OC)=[O:18])=[N:9]1.O.[OH-].[Na+]. The catalyst is O1CCCC1.C(OCC)C. The product is [CH3:7][N:8]1[CH:16]=[C:15]2[C:10]([CH:11]=[CH:12][CH:13]=[C:14]2[CH2:17][OH:18])=[N:9]1. The yield is 0.900. (3) The reactants are [Cl:1][C:2]1[CH:9]=[CH:8][C:5]([C:6]#[N:7])=[CH:4][CH:3]=1.Cl.[NH2:11][OH:12].C(=O)([O-])[O-].[Na+].[Na+].[Cl-].[Na+]. The catalyst is O. The product is [Cl:1][C:2]1[CH:9]=[CH:8][C:5]([C:6]([NH:11][OH:12])=[NH:7])=[CH:4][CH:3]=1. The yield is 0.820.